This data is from Reaction yield outcomes from USPTO patents with 853,638 reactions. The task is: Predict the reaction yield, written as a fraction of the theoretical maximum amount of product (1.0 means a 100% yield; for example, 0.34 means a 34% yield). (1) The reactants are [CH2:1]([O:8][C:9]1[C:10]([CH3:17])=[C:11]([CH2:15][OH:16])[CH:12]=[CH:13][CH:14]=1)[C:2]1[CH:7]=[CH:6][CH:5]=[CH:4][CH:3]=1.CC(OI1(OC(C)=O)(OC(C)=O)OC(=O)C2C=CC=CC1=2)=O. The catalyst is O1CCCC1. The product is [CH2:1]([O:8][C:9]1[C:10]([CH3:17])=[C:11]([CH:12]=[CH:13][CH:14]=1)[CH:15]=[O:16])[C:2]1[CH:3]=[CH:4][CH:5]=[CH:6][CH:7]=1. The yield is 0.840. (2) The reactants are [F:1][C:2]([F:15])([CH2:8][C:9]1[CH:14]=[CH:13][CH:12]=[CH:11][CH:10]=1)[C:3](OCC)=[O:4].[BH4-].[Na+].O. The catalyst is CO.C(OCC)(=O)C. The product is [F:1][C:2]([F:15])([CH2:8][C:9]1[CH:14]=[CH:13][CH:12]=[CH:11][CH:10]=1)[CH2:3][OH:4]. The yield is 0.420. (3) The reactants are [CH3:1][C:2]1[CH:3]=[C:4]([N:9]2[C:13]([OH:14])=[C:12]([CH:15]=O)[C:11]([CH3:17])=[N:10]2)[CH:5]=[CH:6][C:7]=1[CH3:8].[OH:18][C:19]1[CH:28]=[C:27]([OH:29])[CH:26]=[CH:25][C:20]=1[C:21]([NH:23][NH2:24])=[O:22]. The catalyst is C(O)C. The product is [CH3:1][C:2]1[CH:3]=[C:4]([N:9]2[C:13](=[O:14])[C:12](=[CH:15][NH:24][NH:23][C:21](=[O:22])[C:20]3[CH:25]=[CH:26][C:27]([OH:29])=[CH:28][C:19]=3[OH:18])[C:11]([CH3:17])=[N:10]2)[CH:5]=[CH:6][C:7]=1[CH3:8]. The yield is 0.700. (4) The reactants are [CH3:1][N:2]1[C:7]2[CH:8]=[C:9]([C:11]3[CH:12]=[N:13][NH:14][C:15]=3[CH3:16])[S:10][C:6]=2[C:5](=[O:17])[NH:4]C1(C)C.Cl.C([O-])(O)=O.[Na+]. The catalyst is CO. The product is [CH3:1][NH:2][C:7]1[CH:8]=[C:9]([C:11]2[CH:12]=[N:13][NH:14][C:15]=2[CH3:16])[S:10][C:6]=1[C:5]([NH2:4])=[O:17]. The yield is 0.570. (5) The reactants are OC1C(=O)NN=C(CCC2C=CC=CC=2)C=1.C([O:24][C:25]1[N:26]=[N:27][C:28]([C:39]#[C:40][C:41]2[CH2:42][CH2:43][O:44][CH2:45][CH:46]=2)=[CH:29][C:30]=1[O:31]CC1C=CC=CC=1)C1C=CC=CC=1.[H][H]. The catalyst is CO. The product is [OH:31][C:30]1[C:25](=[O:24])[NH:26][N:27]=[C:28]([CH2:39][CH2:40][CH:41]2[CH2:42][CH2:43][O:44][CH2:45][CH2:46]2)[CH:29]=1. The yield is 0.160. (6) The reactants are [F:1][C:2]1[CH:7]=[CH:6][C:5]([F:8])=[CH:4][C:3]=1[C:9]1[O:13][N:12]=[C:11]([C:14]([O-:16])=O)[N:10]=1.Cl.[Cl:18][C:19]1[CH:20]=[C:21]2[C:25](=[CH:26][CH:27]=1)[NH:24][CH:23]=[C:22]2[CH2:28][CH2:29][NH2:30].CN(C(ON1N=NC2C=CC=NC1=2)=[N+](C)C)C.F[P-](F)(F)(F)(F)F.C(N(CC)C(C)C)(C)C. The catalyst is C1COCC1.[OH-].[Na+].O.CN(C=O)C. The product is [Cl:18][C:19]1[CH:20]=[C:21]2[C:25](=[CH:26][CH:27]=1)[NH:24][CH:23]=[C:22]2[CH2:28][CH2:29][NH:30][C:14]([C:11]1[N:10]=[C:9]([C:3]2[CH:4]=[C:5]([F:8])[CH:6]=[CH:7][C:2]=2[F:1])[O:13][N:12]=1)=[O:16]. The yield is 0.120. (7) The reactants are Br[C:2]1[CH:3]=[CH:4][C:5]2[C:15]3[C:10](=[CH:11][N:12]=[CH:13][CH:14]=3)[CH:9]([CH3:16])[O:8][C:6]=2[CH:7]=1.[C:17](=[O:24])([O:19][C:20]([CH3:23])([CH3:22])[CH3:21])[NH2:18].C([O-])([O-])=O.[Cs+].[Cs+].CC1(C)C2C(=C(P(C3C=CC=CC=3)C3C=CC=CC=3)C=CC=2)OC2C(P(C3C=CC=CC=3)C3C=CC=CC=3)=CC=CC1=2. The catalyst is O1CCOCC1.C([O-])(=O)C.[Pd+2].C([O-])(=O)C. The product is [CH3:16][CH:9]1[C:10]2=[CH:11][N:12]=[CH:13][CH:14]=[C:15]2[C:5]2[CH:4]=[CH:3][C:2]([NH:18][C:17](=[O:24])[O:19][C:20]([CH3:23])([CH3:22])[CH3:21])=[CH:7][C:6]=2[O:8]1. The yield is 0.720. (8) The reactants are O=[C:2]([C:15]1[CH:20]=[CH:19][CH:18]=[CH:17][CH:16]=1)[CH2:3][CH:4]1[C:13]2[C:8](=[CH:9][CH:10]=[CH:11][CH:12]=2)[CH2:7][CH2:6][C:5]1=O.[NH2:21][C:22]1[CH:30]=[C:26]([C:27]([OH:29])=[O:28])[C:25]([OH:31])=[CH:24][CH:23]=1. The catalyst is C(O)(=O)C. The product is [OH:31][C:25]1[CH:24]=[CH:23][C:22]([N:21]2[C:5]3[CH2:6][CH2:7][C:8]4[CH:9]=[CH:10][CH:11]=[CH:12][C:13]=4[C:4]=3[CH:3]=[C:2]2[C:15]2[CH:20]=[CH:19][CH:18]=[CH:17][CH:16]=2)=[CH:30][C:26]=1[CH:27]([OH:29])[OH:28]. The yield is 0.500.